Dataset: Reaction yield outcomes from USPTO patents with 853,638 reactions. Task: Predict the reaction yield, written as a fraction of the theoretical maximum amount of product (1.0 means a 100% yield; for example, 0.34 means a 34% yield). (1) The yield is 0.530. The reactants are [CH:1]1([C:4]2[C:5]([N:23]([CH2:28][CH2:29][CH:30]([CH3:32])[CH3:31])[S:24]([CH3:27])(=[O:26])=[O:25])=[CH:6][C:7]3[O:11][C:10]([C:12]4[CH:17]=[CH:16][C:15]([F:18])=[CH:14][CH:13]=4)=[C:9]([C:19](=[NH:21])[NH2:20])[C:8]=3[CH:22]=2)[CH2:3][CH2:2]1.C(=O)([O-])O.[K+].Cl[CH2:39][C:40](=O)[CH3:41]. The product is [CH:1]1([C:4]2[C:5]([N:23]([CH2:28][CH2:29][CH:30]([CH3:32])[CH3:31])[S:24]([CH3:27])(=[O:26])=[O:25])=[CH:6][C:7]3[O:11][C:10]([C:12]4[CH:17]=[CH:16][C:15]([F:18])=[CH:14][CH:13]=4)=[C:9]([C:19]4[NH:20][C:40]([CH3:41])=[CH:39][N:21]=4)[C:8]=3[CH:22]=2)[CH2:2][CH2:3]1. The catalyst is O1CCCC1.O.C(OCC)(=O)C. (2) The reactants are [CH3:1][O:2][C:3]1[CH:12]=[C:11]2[C:6]([C:7]([O:13][C:14]3[CH:19]=[CH:18][C:17]([N+:20]([O-])=O)=[CH:16][N:15]=3)=[CH:8][CH:9]=[N:10]2)=[CH:5][C:4]=1[C:23]([NH2:25])=[O:24].[Cl-].[NH4+].O.C(OCC)(=O)C. The catalyst is C(O)C.[Fe].CO. The product is [NH2:20][C:17]1[CH:18]=[CH:19][C:14]([O:13][C:7]2[C:6]3[C:11](=[CH:12][C:3]([O:2][CH3:1])=[C:4]([C:23]([NH2:25])=[O:24])[CH:5]=3)[N:10]=[CH:9][CH:8]=2)=[N:15][CH:16]=1. The yield is 0.720. (3) The product is [C:1]([N:4]1[CH2:9][CH2:8][N:7]([C:10]2[CH:11]=[CH:12][C:13]([CH2:16][CH2:17][C:18]3[CH:19]=[C:20]([CH2:23][CH2:24][CH2:25][NH:26][C:27]([NH:29][NH2:30])=[O:28])[S:21][CH:22]=3)=[N:14][CH:15]=2)[CH2:6][CH2:5]1)(=[O:3])[CH3:2]. The yield is 0.233. No catalyst specified. The reactants are [C:1]([N:4]1[CH2:9][CH2:8][N:7]([C:10]2[CH:11]=[CH:12][C:13]([CH2:16][CH2:17][C:18]3[CH:19]=[C:20]([CH2:23][CH2:24][CH2:25][NH:26][C:27]([NH:29][NH:30]C(OC(C)(C)C)=O)=[O:28])[S:21][CH:22]=3)=[N:14][CH:15]=2)[CH2:6][CH2:5]1)(=[O:3])[CH3:2].FC(F)(F)C(O)=O. (4) The reactants are [CH2:1]([O:3][C:4](=[O:12])[C:5]1[CH:10]=[CH:9][C:8]([OH:11])=[CH:7][CH:6]=1)[CH3:2].[H+].[B-](F)(F)(F)F.CCOCC.[Br:24]N1C(=O)CCC1=O. The catalyst is C(#N)C. The product is [CH2:1]([O:3][C:4](=[O:12])[C:5]1[CH:10]=[CH:9][C:8]([OH:11])=[C:7]([Br:24])[CH:6]=1)[CH3:2]. The yield is 0.830. (5) The reactants are [F:1][C:2]1[C:3]([OH:24])=[C:4]([CH:18]=[C:19]([N+:21]([O-:23])=[O:22])[CH:20]=1)[CH2:5][N:6]([CH3:17])[C:7](=[O:16])[O:8][CH2:9][C:10]1[CH:15]=[CH:14][CH:13]=[CH:12][CH:11]=1.[Si:25]([O:32][CH2:33][C@H:34](O)[CH3:35])([C:28]([CH3:31])([CH3:30])[CH3:29])([CH3:27])[CH3:26].C1(P(C2C=CC=CC=2)C2C=CC=CC=2)C=CC=CC=1.CC(OC(/N=N/C(OC(C)C)=O)=O)C. The catalyst is C1COCC1. The product is [Si:25]([O:32][CH2:33][C@@H:34]([O:24][C:3]1[C:2]([F:1])=[CH:20][C:19]([N+:21]([O-:23])=[O:22])=[CH:18][C:4]=1[CH2:5][N:6]([CH3:17])[C:7](=[O:16])[O:8][CH2:9][C:10]1[CH:11]=[CH:12][CH:13]=[CH:14][CH:15]=1)[CH3:35])([C:28]([CH3:29])([CH3:30])[CH3:31])([CH3:27])[CH3:26]. The yield is 0.950. (6) The reactants are [Cl:1][C:2]1[C:3]([F:24])=[C:4]([C:16]2[CH:21]=[C:20]([O:22]C)[N:19]=[CH:18][N:17]=2)[C:5]([N:8]2[CH:12]=[C:11]([CH:13]([F:15])[F:14])[N:10]=[N:9]2)=[CH:6][CH:7]=1.Br. The catalyst is CC(O)=O. The product is [Cl:1][C:2]1[C:3]([F:24])=[C:4]([C:16]2[N:17]=[CH:18][N:19]=[C:20]([OH:22])[CH:21]=2)[C:5]([N:8]2[CH:12]=[C:11]([CH:13]([F:15])[F:14])[N:10]=[N:9]2)=[CH:6][CH:7]=1. The yield is 0.940.